This data is from Catalyst prediction with 721,799 reactions and 888 catalyst types from USPTO. The task is: Predict which catalyst facilitates the given reaction. Reactant: F[P-](F)(F)(F)(F)F.[N:8]1(OC(N(C)C)=[N+](C)C)C2N=CC=CC=2N=N1.C(N(CC)CC)C.[C:32]([C:34]1[CH:39]=[CH:38][C:37]([CH:40]2[C:49]3[C:48](=[O:50])[CH2:47][CH2:46][CH2:45][C:44]=3[N:43]([C:51]3[CH:56]=[CH:55][CH:54]=[C:53]([C:57]([F:60])([F:59])[F:58])[CH:52]=3)[C:42](=[O:61])[N:41]2[CH2:62][C:63](O)=[O:64])=[CH:36][CH:35]=1)#[N:33].N. Product: [C:32]([C:34]1[CH:39]=[CH:38][C:37]([CH:40]2[C:49]3[C:48](=[O:50])[CH2:47][CH2:46][CH2:45][C:44]=3[N:43]([C:51]3[CH:56]=[CH:55][CH:54]=[C:53]([C:57]([F:59])([F:60])[F:58])[CH:52]=3)[C:42](=[O:61])[N:41]2[CH2:62][C:63]([NH2:8])=[O:64])=[CH:36][CH:35]=1)#[N:33]. The catalyst class is: 9.